Dataset: Experimentally validated miRNA-target interactions with 360,000+ pairs, plus equal number of negative samples. Task: Binary Classification. Given a miRNA mature sequence and a target amino acid sequence, predict their likelihood of interaction. (1) The miRNA is hsa-miR-151b with sequence UCGAGGAGCUCACAGUCU. The protein sequence of the target gene is MKHLLLLTLSALLYCWVSADTRCHSCYKVPVLGCVDRQSCRLEPGHKCLTTNVYLGKMWVFSNLRCGTPEEPCREVFNETNHKLGLNYNTTCCDKDNCNSPAPRPTPALALISLTSLAGLGLWLLH. Result: 0 (no interaction). (2) The miRNA is hsa-miR-4738-5p with sequence ACCAGCGCGUUUUCAGUUUCAU. The protein sequence of the target gene is MLVLLAFIIAFHITSAALLFIATVDNAWWVGDEFFADVWRICTNNTNCTVINDSFQEYSTLQAVQATMILSTILCCIAFFIFVLQLFRLKQGERFVLTSIIQLMSCLCVMIAASIYTDRREDIHDKNAKFYPVTREGSYGYSYILAWVAFACTFISGMMYLILRKRK. Result: 0 (no interaction). (3) The miRNA is hsa-miR-624-3p with sequence CACAAGGUAUUGGUAUUACCU. The protein sequence of the target gene is MELSAIGEQVFAVESIRKKRVRKGKVEYLVKWKGWPPKYSTWEPEEHILDPRLVMAYEEKEERDRASGYRKRGPKPRRLLLQESAAPDVVQTPGDWEPMEQAPEEEAEADLTNGPPPWTPTLPSSEVTVTDITANSVTVTFREAQAAEGFFRDRNEKL. Result: 0 (no interaction). (4) The miRNA is mmu-miR-6964-3p with sequence UUUCUUGUCUUCCACUCUAG. The protein sequence of the target gene is MAAVGPPQQQVRMAQQQVWAALEVALRVPCLYIIDAIFNSYYDSSQSRFCIGLQIFLRLLGIVVSSIVLILSQRSLFKFYMYSSAFLLAATSVLVNYYAALHIDFYGAYNTSAFGIELLPRKGPSLWMALIVLQLTFGIGYVTLLQIQSIYSQLMILNILVPIIGLITELPLHIRETVVLMSSLILIFNTVLVLAVKLKWFYYSTRYVYLLVRHMYRIYGLQLLMEDTWKRIRFPDILRVFWLTRITTQATVLMYILRMANETESFFISWDDFWDVICNLIISGCDSTLTVLGMSAVISS.... Result: 0 (no interaction). (5) The protein sequence of the target gene is MARCERLRGAALRDVLGQAQGVLFDCDGVLWNGERIVPGAPELLQRLARAGKNTLFVSNNSRRARPELALRFARLGFAGLRAEQLFSSALCAARLLRQRLSGPPDASGAVFVLGGEGLRAELRAAGLRLAGDPGEDPRVRAVLVGYDEQFSFSRLTEACAHLRDPDCLLVATDRDPWHPLSDGSRTPGTGSLAAAVETASGRQALVVGKPSPYMFQCITEDFSVDPARTLMVGDRLETDILFGHRCGMTTVLTLTGVSSLEEAQAYLTAGQRDLVPHYYVESIADLMEGLED. The miRNA is mmu-miR-876-3p with sequence UAGUGGUUUACAAAGUAAUUCA. Result: 0 (no interaction). (6) The miRNA is hsa-miR-3151-5p with sequence GGUGGGGCAAUGGGAUCAGGU. The protein sequence of the target gene is MAGFLDNFRWPECECIDWSERRNAVASVVAGILFFTGWWIMIDAAVVYPKPEQLNHAFHTCGVFSTLAFFMINAVSNAQVRGDSYESGCLGRTGARVWLFIGFMLMFGSLIASMWILFGAYVTQNTDVYPGLAVFFQNALIFFSTLIYKFGRTEELWT. Result: 0 (no interaction).